The task is: Predict the reaction yield, written as a fraction of the theoretical maximum amount of product (1.0 means a 100% yield; for example, 0.34 means a 34% yield).. This data is from Reaction yield outcomes from USPTO patents with 853,638 reactions. (1) The reactants are [Cl:1][C:2]1[CH:3]=[C:4]([C:8]2[N:17]([CH2:18][C:19]([NH:21][CH:22]([CH3:24])[CH3:23])=[O:20])[C:16](=[O:25])[C:15]3[C:10](=[CH:11][CH:12]=[C:13](C=CCCO)[CH:14]=3)[N:9]=2)[CH:5]=[CH:6][CH:7]=1.O.C1C[O:35][CH2:34]C1.O. The catalyst is O=[Os](=O)(=O)=O. The product is [Cl:1][C:2]1[CH:3]=[C:4]([C:8]2[N:17]([CH2:18][C:19]([NH:21][CH:22]([CH3:24])[CH3:23])=[O:20])[C:16](=[O:25])[C:15]3[C:10](=[CH:11][CH:12]=[C:13]([CH:34]=[O:35])[CH:14]=3)[N:9]=2)[CH:5]=[CH:6][CH:7]=1. The yield is 0.800. (2) The yield is 0.990. The catalyst is O. The reactants are [CH3:1][O:2][CH2:3][N:4]1[C:12]2[C:7](=[CH:8][CH:9]=[CH:10][C:11]=2[NH:13][S:14]([C:17]2[S:18][CH:19]=[CH:20][CH:21]=2)(=[O:16])=[O:15])[CH:6]=[C:5]1[C:22]([O:24][CH2:25][CH3:26])=[O:23].CI.[C:29](=O)([O-])[O-].[K+].[K+].CN(C)C=O. The product is [CH3:1][O:2][CH2:3][N:4]1[C:12]2[C:7](=[CH:8][CH:9]=[CH:10][C:11]=2[N:13]([CH3:29])[S:14]([C:17]2[S:18][CH:19]=[CH:20][CH:21]=2)(=[O:16])=[O:15])[CH:6]=[C:5]1[C:22]([O:24][CH2:25][CH3:26])=[O:23]. (3) The reactants are C[O:2][C:3](=O)[CH:4]([O:8][C:9]1[CH:32]=[CH:31][C:12]2[C:13]3[N:17]([CH2:18][CH2:19][O:20][C:11]=2[CH:10]=1)[CH:16]=[C:15]([C:21]1[N:22]([CH2:26][C:27]([F:30])([F:29])[F:28])[N:23]=[CH:24][N:25]=1)[N:14]=3)[CH:5]([CH3:7])[CH3:6].O.[OH-].[Li+].Cl.C[N:39](C(ON1N=NC2C=CC=NC1=2)=[N+](C)C)C.F[P-](F)(F)(F)(F)F.[Cl-].[NH4+].C(N(CC)CC)C. The catalyst is CO.O. The product is [CH3:6][CH:5]([CH3:7])[CH:4]([O:8][C:9]1[CH:32]=[CH:31][C:12]2[C:13]3[N:17]([CH:16]=[C:15]([C:21]4[N:22]([CH2:26][C:27]([F:28])([F:30])[F:29])[N:23]=[CH:24][N:25]=4)[N:14]=3)[CH2:18][CH2:19][O:20][C:11]=2[CH:10]=1)[C:3]([NH2:39])=[O:2]. The yield is 0.360. (4) The reactants are N[C:2]1[C:10]2[C:5](=[N:6][C:7]([N:14]3[CH2:19][CH2:18][CH:17]([OH:20])[CH2:16][CH2:15]3)=[CH:8][C:9]=2[CH2:11][CH2:12][CH3:13])[S:4][C:3]=1[C:21]#[N:22].C(=O)(O)O.[NH2:27][C:28]([NH2:30])=[NH:29]. No catalyst specified. The product is [NH2:29][C:28]1[N:30]=[C:21]([NH2:22])[C:3]2[S:4][C:5]3[N:6]=[C:7]([N:14]4[CH2:19][CH2:18][CH:17]([OH:20])[CH2:16][CH2:15]4)[CH:8]=[C:9]([CH2:11][CH2:12][CH3:13])[C:10]=3[C:2]=2[N:27]=1. The yield is 0.330. (5) The reactants are [CH3:1][C:2]1[CH:18]=[C:17]([C:19]([O:28][CH2:29][C:30]2[CH:35]=[CH:34][C:33]([O:36][CH3:37])=[CH:32][CH:31]=2)([C:24]([F:27])([F:26])[F:25])[C:20]([F:23])([F:22])[F:21])[CH:16]=[CH:15][C:3]=1[O:4][C@@H:5]([CH2:8][C:9]1[CH:14]=[CH:13][CH:12]=[CH:11][CH:10]=1)[CH2:6][OH:7].[CH3:38][O:39][C:40](=[O:50])[CH2:41][CH2:42][C:43]1[CH:48]=[CH:47][C:46](O)=[CH:45][CH:44]=1.C1(P(C2C=CC=CC=2)C2C=CC=CC=2)C=CC=CC=1.CCOC(/N=N/C(OCC)=O)=O.[NH4+].[Cl-]. The catalyst is C1COCC1. The product is [CH3:38][O:39][C:40](=[O:50])[CH2:41][CH2:42][C:43]1[CH:44]=[CH:45][C:46]([O:7][CH2:6][C@@H:5]([O:4][C:3]2[CH:15]=[CH:16][C:17]([C:19]([O:28][CH2:29][C:30]3[CH:31]=[CH:32][C:33]([O:36][CH3:37])=[CH:34][CH:35]=3)([C:20]([F:22])([F:23])[F:21])[C:24]([F:25])([F:26])[F:27])=[CH:18][C:2]=2[CH3:1])[CH2:8][C:9]2[CH:14]=[CH:13][CH:12]=[CH:11][CH:10]=2)=[CH:47][CH:48]=1. The yield is 0.790. (6) The reactants are Cl.[Br:2][C:3]1[CH:22]=[CH:21][C:6]([O:7][C:8]([F:20])([F:19])[CH:9]2[CH2:18][CH2:17][C:12]3(OCC[O:13]3)[CH2:11][CH2:10]2)=[CH:5][CH:4]=1. The catalyst is CC(C)=O. The product is [Br:2][C:3]1[CH:22]=[CH:21][C:6]([O:7][C:8]([F:19])([F:20])[CH:9]2[CH2:10][CH2:11][C:12](=[O:13])[CH2:17][CH2:18]2)=[CH:5][CH:4]=1. The yield is 0.971.